This data is from Reaction yield outcomes from USPTO patents with 853,638 reactions. The task is: Predict the reaction yield, written as a fraction of the theoretical maximum amount of product (1.0 means a 100% yield; for example, 0.34 means a 34% yield). (1) The reactants are [CH3:1][O:2][C:3]1[CH:12]=[C:11]([O:13][CH3:14])[CH:10]=[C:9]2[C:4]=1[C:5](=[O:27])[NH:6][C:7]([C:15]1[CH:20]=[CH:19][C:18]([N:21]3[CH2:26][CH2:25][NH:24][CH2:23][CH2:22]3)=[CH:17][CH:16]=1)=[N:8]2.CCN(CC)CC.[C:35](Cl)(=[O:39])[CH:36]([CH3:38])[CH3:37]. The catalyst is C(Cl)Cl. The product is [C:35]([N:24]1[CH2:23][CH2:22][N:21]([C:18]2[CH:19]=[CH:20][C:15]([C:7]3[NH:6][C:5](=[O:27])[C:4]4[C:9](=[CH:10][C:11]([O:13][CH3:14])=[CH:12][C:3]=4[O:2][CH3:1])[N:8]=3)=[CH:16][CH:17]=2)[CH2:26][CH2:25]1)(=[O:39])[CH:36]([CH3:38])[CH3:37]. The yield is 0.500. (2) The reactants are [Cl:1][C:2]1[CH:3]=[C:4]([CH:9]([C:24]([F:27])([F:26])[F:25])/[CH:10]=[CH:11]/[C:12]2[CH:22]=[CH:21][C:15]([C:16]([O:18]CC)=[O:17])=[C:14]([CH3:23])[CH:13]=2)[CH:5]=[C:6]([Cl:8])[CH:7]=1.Cl. The catalyst is O1CCOCC1. The product is [Cl:1][C:2]1[CH:3]=[C:4]([CH:9]([C:24]([F:27])([F:25])[F:26])/[CH:10]=[CH:11]/[C:12]2[CH:22]=[CH:21][C:15]([C:16]([OH:18])=[O:17])=[C:14]([CH3:23])[CH:13]=2)[CH:5]=[C:6]([Cl:8])[CH:7]=1. The yield is 0.500. (3) The reactants are Br[CH2:2][C:3](=O)[CH:4]([CH3:6])[CH3:5].C([O-])([O-])=O.[K+].[K+].Cl.[C:15]([NH2:23])(=[NH:22])[C:16]1[CH:21]=[CH:20][CH:19]=[CH:18][CH:17]=1. The catalyst is CO. The product is [CH:4]([C:3]1[N:22]=[C:15]([C:16]2[CH:21]=[CH:20][CH:19]=[CH:18][CH:17]=2)[NH:23][CH:2]=1)([CH3:6])[CH3:5]. The yield is 0.450. (4) The reactants are C([O:3][C:4]([C:6]1[C:16]2=[C:17]3[C:12](=[CH:13][CH:14]=[CH:15]2)[CH2:11][CH2:10][CH2:9][N:8]3[CH:7]=1)=[O:5])C.[OH-].[Na+]. The catalyst is C(O)C.O. The product is [C:6]1([C:4]([OH:5])=[O:3])[C:16]2=[C:17]3[C:12](=[CH:13][CH:14]=[CH:15]2)[CH2:11][CH2:10][CH2:9][N:8]3[CH:7]=1. The yield is 0.850. (5) The yield is 0.660. The reactants are [NH2:1][C:2]1[N:6]([CH3:7])[NH:5][C:4](=[O:8])[CH:3]=1.[I:9][C:10]1[CH:11]=[C:12]([CH:15]=[CH:16][C:17]=1[F:18])[CH:13]=O.[CH3:19][C:20]1([CH3:28])[CH2:25][CH2:24][C:23](=O)[CH2:22][C:21]1=[O:27]. The product is [F:18][C:17]1[CH:16]=[CH:15][C:12]([CH:13]2[C:22]3[C:21](=[O:27])[C:20]([CH3:28])([CH3:19])[CH2:25][CH2:24][C:23]=3[NH:1][C:2]3[N:6]([CH3:7])[NH:5][C:4](=[O:8])[C:3]2=3)=[CH:11][C:10]=1[I:9]. No catalyst specified. (6) The reactants are C12(CS(O)(=O)=O)C(C)(C)C(CC1)CC2=O.[CH3:16][O:17][CH2:18][CH2:19][N:20]1[CH2:26][CH2:25][C:24]2[CH:27]=[C:28]([NH2:31])[CH:29]=[CH:30][C:23]=2[CH2:22][CH2:21]1.Cl[C:33]1[N:38]=[C:37]([NH:39][C:40]2[CH:45]=[CH:44][CH:43]=[CH:42][C:41]=2[S:46]([CH:49]([CH3:51])[CH3:50])(=[O:48])=[O:47])[C:36]([Cl:52])=[CH:35][N:34]=1.C(=O)([O-])[O-]. The catalyst is C(O)(C)C. The product is [Cl:52][C:36]1[C:37]([NH:39][C:40]2[CH:45]=[CH:44][CH:43]=[CH:42][C:41]=2[S:46]([CH:49]([CH3:51])[CH3:50])(=[O:48])=[O:47])=[N:38][C:33]([NH:31][C:28]2[CH:29]=[CH:30][C:23]3[CH2:22][CH2:21][N:20]([CH2:19][CH2:18][O:17][CH3:16])[CH2:26][CH2:25][C:24]=3[CH:27]=2)=[N:34][CH:35]=1. The yield is 0.620.